Dataset: Catalyst prediction with 721,799 reactions and 888 catalyst types from USPTO. Task: Predict which catalyst facilitates the given reaction. (1) Reactant: [OH:1][C:2]1[CH:3]=[C:4]([CH:7]=[CH:8][C:9]=1[O:10][CH3:11])[CH:5]=[O:6].[I-].[K+].C(=O)([O-])[O-].[K+].[K+].[CH:20]1(Br)[CH2:24][CH2:23][CH2:22][CH2:21]1. Product: [CH:20]1([O:1][C:2]2[CH:3]=[C:4]([CH:7]=[CH:8][C:9]=2[O:10][CH3:11])[CH:5]=[O:6])[CH2:24][CH2:23][CH2:22][CH2:21]1. The catalyst class is: 35. (2) Reactant: [CH3:1][O:2][C:3]1[CH:8]=[CH:7][C:6]([C:9]2[C:13]3[CH2:14][C:15]4[S:16][CH:17]=[CH:18][C:19]=4[C:12]=3[NH:11][N:10]=2)=[CH:5][CH:4]=1.[Br:20]Br. Product: [Br:20][C:17]1[S:16][C:15]2[CH2:14][C:13]3[C:9]([C:6]4[CH:7]=[CH:8][C:3]([O:2][CH3:1])=[CH:4][CH:5]=4)=[N:10][NH:11][C:12]=3[C:19]=2[CH:18]=1. The catalyst class is: 15. (3) Product: [C:1]([O:5][C:6](=[O:36])[NH:7][C:8]1([C:12]2[CH:17]=[CH:16][C:15]([C:18]3[C:27](=[N:28][O:29][CH3:37])[C:26]4[C:21](=[CH:22][CH:23]=[CH:24][CH:25]=4)[O:20][C:19]=3[C:30]3[CH:31]=[CH:32][CH:33]=[CH:34][CH:35]=3)=[CH:14][CH:13]=2)[CH2:11][CH2:10][CH2:9]1)([CH3:4])([CH3:2])[CH3:3]. The catalyst class is: 3. Reactant: [C:1]([O:5][C:6](=[O:36])[NH:7][C:8]1([C:12]2[CH:17]=[CH:16][C:15]([C:18]3[C:27](=[N:28][OH:29])[C:26]4[C:21](=[CH:22][CH:23]=[CH:24][CH:25]=4)[O:20][C:19]=3[C:30]3[CH:35]=[CH:34][CH:33]=[CH:32][CH:31]=3)=[CH:14][CH:13]=2)[CH2:11][CH2:10][CH2:9]1)([CH3:4])([CH3:3])[CH3:2].[C:37](=O)([O-])[O-].[K+].[K+].IC.C(=O)([O-])[O-].[Cs+].[Cs+]. (4) Reactant: [C:1]([O:5][C:6](=[O:46])[CH2:7][CH2:8][C@H:9]([NH:13][C:14]([C:16]1[CH:20]=[C:19]([C:21]2[CH:26]=[C:25]([O:27][C:28]3[CH:33]=[CH:32][C:31]([NH:34][C:35]([NH:37][C:38]4[CH:43]=[CH:42][CH:41]=[C:40]([CH3:44])[CH:39]=4)=[O:36])=[C:30]([F:45])[CH:29]=3)[CH:24]=[CH:23][N:22]=2)[NH:18][CH:17]=1)=[O:15])[C:10](O)=[O:11])([CH3:4])([CH3:3])[CH3:2].CN(C(O[N:55]1N=N[C:57]2C=CC=N[C:56]1=2)=[N+](C)C)C.F[P-](F)(F)(F)(F)F.C(N(CC)C(C)C)(C)C.C1COCC1.Cl. Product: [CH2:56]([NH:55][C:10](=[O:11])[C@@H:9]([NH:13][C:14]([C:16]1[CH:20]=[C:19]([C:21]2[CH:26]=[C:25]([O:27][C:28]3[CH:33]=[CH:32][C:31]([NH:34][C:35]([NH:37][C:38]4[CH:43]=[CH:42][CH:41]=[C:40]([CH3:44])[CH:39]=4)=[O:36])=[C:30]([F:45])[CH:29]=3)[CH:24]=[CH:23][N:22]=2)[NH:18][CH:17]=1)=[O:15])[CH2:8][CH2:7][C:6]([O:5][C:1]([CH3:2])([CH3:3])[CH3:4])=[O:46])[CH3:57]. The catalyst class is: 18. (5) Reactant: [C:1]([O:5][C:6]([N:8]1[CH2:12][C@@H:11]([CH2:13][C@H:14]([CH2:18][C:19]2[CH:24]=[CH:23][C:22]([O:25][CH3:26])=[C:21]([O:27][CH2:28][CH2:29][CH2:30][O:31][CH3:32])[CH:20]=2)[CH:15]([CH3:17])[CH3:16])[C@H:10]([CH2:33][OH:34])[CH2:9]1)=[O:7])([CH3:4])([CH3:3])[CH3:2].CC(OI1(OC(C)=O)(OC(C)=O)OC(=O)C2C=CC=CC1=2)=O. Product: [C:1]([O:5][C:6]([N:8]1[CH2:12][C@@H:11]([CH2:13][C@H:14]([CH2:18][C:19]2[CH:24]=[CH:23][C:22]([O:25][CH3:26])=[C:21]([O:27][CH2:28][CH2:29][CH2:30][O:31][CH3:32])[CH:20]=2)[CH:15]([CH3:16])[CH3:17])[C@H:10]([CH:33]=[O:34])[CH2:9]1)=[O:7])([CH3:4])([CH3:2])[CH3:3]. The catalyst class is: 2. (6) Reactant: OC1C=CC=C2C=1N=CC=C2.[NH2:12][C:13]1[CH:18]=[CH:17][CH:16]=[CH:15][C:14]=1[SH:19].[OH:20][C:21]1[CH:22]=[CH:23][CH:24]=[C:25]2[C:30]=1[N:29]=[C:28]([C:31](O)=O)[CH:27]=[CH:26]2.O=O.P(Cl)(Cl)Cl. Product: [S:19]1[C:14]2[CH:15]=[CH:16][CH:17]=[CH:18][C:13]=2[N:12]=[C:31]1[C:28]1[CH:27]=[CH:26][C:25]2[C:30](=[C:21]([OH:20])[CH:22]=[CH:23][CH:24]=2)[N:29]=1. The catalyst class is: 11.